Dataset: Catalyst prediction with 721,799 reactions and 888 catalyst types from USPTO. Task: Predict which catalyst facilitates the given reaction. (1) The catalyst class is: 12. Reactant: Cl[C:2]1[N:7]=[CH:6][C:5](/[CH:8]=[CH:9]/[C:10]2[CH:11]=[C:12]([CH:17]=[C:18]([O:21][CH3:22])[C:19]=2[F:20])[C:13]([O:15][CH3:16])=[O:14])=[CH:4][N:3]=1.[CH3:23][C:24]1[CH:29]=[C:28]([NH2:30])[CH:27]=[CH:26][N:25]=1.CC1(C)C2C(=C(P(C3C=CC=CC=3)C3C=CC=CC=3)C=CC=2)OC2C(P(C3C=CC=CC=3)C3C=CC=CC=3)=CC=CC1=2.C([O-])([O-])=O.[Cs+].[Cs+]. Product: [F:20][C:19]1[C:10](/[CH:9]=[CH:8]/[C:5]2[CH:4]=[N:3][C:2]([NH:30][C:28]3[CH:27]=[CH:26][N:25]=[C:24]([CH3:23])[CH:29]=3)=[N:7][CH:6]=2)=[CH:11][C:12]([C:13]([O:15][CH3:16])=[O:14])=[CH:17][C:18]=1[O:21][CH3:22]. (2) Reactant: F[C:2]1[CH:3]=[CH:4][C:5]2[N+:10]([O-:11])=[N:9][C:8]([NH2:12])=[N:7][C:6]=2[CH:13]=1.[CH2:14]([NH:16][CH2:17][CH3:18])[CH3:15]. Product: [CH2:14]([N:16]([CH2:17][CH3:18])[C:2]1[CH:3]=[CH:4][C:5]2[N+:10]([O-:11])=[N:9][C:8]([NH2:12])=[N:7][C:6]=2[CH:13]=1)[CH3:15]. The catalyst class is: 23. (3) Reactant: [N:1]1[CH:6]=[CH:5][CH:4]=[C:3]([N:7]2[C:15]3[C:10](=[CH:11][C:12]([O:16][C@H:17]([C:21]4[CH:26]=[CH:25][CH:24]=[CH:23][CH:22]=4)[C@H:18]([CH3:20])[NH2:19])=[CH:13][CH:14]=3)[CH:9]=[N:8]2)[CH:2]=1.C(N(CC)CC)C.[O:34]1[CH:38]=[CH:37][CH:36]=[C:35]1[C:39](Cl)=[O:40]. Product: [CH3:20][C@H:18]([NH:19][C:39]([C:35]1[O:34][CH:38]=[CH:37][CH:36]=1)=[O:40])[C@@H:17]([C:21]1[CH:22]=[CH:23][CH:24]=[CH:25][CH:26]=1)[O:16][C:12]1[CH:11]=[C:10]2[C:15](=[CH:14][CH:13]=1)[N:7]([C:3]1[CH:2]=[N:1][CH:6]=[CH:5][CH:4]=1)[N:8]=[CH:9]2. The catalyst class is: 4. (4) Reactant: [CH2:1]([N:3]([CH2:33][CH3:34])[C:4]([C:6]1[CH:11]=[CH:10][C:9]([C:12]([C:26]2[CH:31]=[CH:30][CH:29]=[C:28]([OH:32])[CH:27]=2)=[C:13]2[CH2:18][CH2:17][N:16]([C:19]([O:21][C:22]([CH3:25])([CH3:24])[CH3:23])=[O:20])[CH2:15][CH2:14]2)=[CH:8][CH:7]=1)=[O:5])[CH3:2].C(N(CC)CC)C.[F:42][C:43]([F:56])([F:55])[S:44](O[S:44]([C:43]([F:56])([F:55])[F:42])(=[O:46])=[O:45])(=[O:46])=[O:45]. Product: [CH2:33]([N:3]([CH2:1][CH3:2])[C:4]([C:6]1[CH:7]=[CH:8][C:9]([C:12]([C:26]2[CH:31]=[CH:30][CH:29]=[C:28]([O:32][S:44]([C:43]([F:56])([F:55])[F:42])(=[O:46])=[O:45])[CH:27]=2)=[C:13]2[CH2:14][CH2:15][N:16]([C:19]([O:21][C:22]([CH3:24])([CH3:25])[CH3:23])=[O:20])[CH2:17][CH2:18]2)=[CH:10][CH:11]=1)=[O:5])[CH3:34]. The catalyst class is: 4. (5) Reactant: Cl.[Br:2][C:3]1[CH:11]=[C:10]2[C:6]([CH2:7][CH2:8][NH:9]2)=[CH:5][CH:4]=1.[CH3:12][C:13]([O:16][C:17](O[C:17]([O:16][C:13]([CH3:15])([CH3:14])[CH3:12])=[O:18])=[O:18])([CH3:15])[CH3:14].C([O-])([O-])=O.[K+].[K+]. Product: [Br:2][C:3]1[CH:11]=[C:10]2[C:6]([CH2:7][CH2:8][N:9]2[C:17]([O:16][C:13]([CH3:15])([CH3:14])[CH3:12])=[O:18])=[CH:5][CH:4]=1. The catalyst class is: 100. (6) Reactant: [NH:1]1[C:9]2[C:4](=[CH:5][CH:6]=[CH:7][CH:8]=2)[CH:3]=[CH:2]1.[H-].[Na+].C1([S:18](Cl)(=[O:20])=[O:19])C=CC=CC=1. Product: [NH:1]1[C:9]2[C:4](=[CH:5][CH:6]=[CH:7][CH:8]=2)[CH:3]=[CH:2]1.[C:9]1([NH:1][SH:18](=[O:20])=[O:19])[CH:8]=[CH:7][CH:6]=[CH:5][CH:4]=1. The catalyst class is: 9.